This data is from Catalyst prediction with 721,799 reactions and 888 catalyst types from USPTO. The task is: Predict which catalyst facilitates the given reaction. (1) Reactant: [C:1]([O:5][C:6]([N:8]1[CH2:13][CH2:12][CH:11]([CH2:14]OS(C2C=CC(C)=CC=2)(=O)=O)[CH2:10][CH2:9]1)=[O:7])([CH3:4])([CH3:3])[CH3:2].[CH3:26][S-:27].[Na+]. Product: [C:1]([O:5][C:6]([N:8]1[CH2:9][CH2:10][CH:11]([CH2:14][S:27][CH3:26])[CH2:12][CH2:13]1)=[O:7])([CH3:2])([CH3:3])[CH3:4]. The catalyst class is: 5. (2) Reactant: [CH2:1]([NH2:8])[C:2]1[CH:7]=[CH:6][CH:5]=[CH:4][CH:3]=1.[C:9](Cl)(=[O:16])[C:10]1[CH:15]=[CH:14][CH:13]=[CH:12][CH:11]=1. Product: [CH2:1]([NH:8][C:9](=[O:16])[C:10]1[CH:15]=[CH:14][CH:13]=[CH:12][CH:11]=1)[C:2]1[CH:7]=[CH:6][CH:5]=[CH:4][CH:3]=1. The catalyst class is: 2. (3) Reactant: [CH:1]([O:4][C:5]1[C:14]2[O:13]C(C3C=CC=CC=3)[O:11][CH2:10][C:9]=2[CH:8]=[CH:7][C:6]=1[N+:21]([O-:23])=[O:22])([CH3:3])[CH3:2].C12(CS(O)(=O)=O)C(C)(C)C(CC1)CC2=O. Product: [OH:11][CH2:10][C:9]1[C:14]([OH:13])=[C:5]([O:4][CH:1]([CH3:3])[CH3:2])[C:6]([N+:21]([O-:23])=[O:22])=[CH:7][CH:8]=1. The catalyst class is: 100. (4) Reactant: [NH2:1][C:2]1[C:11]2[N:12]=[C:13]([CH2:20][CH2:21][CH2:22][CH3:23])[N:14]([CH2:15][C:16]([OH:19])([CH3:18])[CH3:17])[C:10]=2[C:9]2[CH:8]=[CH:7][C:6]([C:24]([O:26][CH3:27])=[O:25])=[CH:5][C:4]=2[N:3]=1.[O:28]=[C:29]1[CH:33]=[CH:32][C:31](=[O:34])[N:30]1[CH2:35][CH:36]1[CH2:41][CH2:40][CH:39]([C:42](ON2C(=O)CCC2=O)=[O:43])[CH2:38][CH2:37]1.CCN(CC)CC. Product: [CH2:20]([C:13]1[N:14]([CH2:15][C:16]([OH:19])([CH3:17])[CH3:18])[C:10]2[C:9]3[CH:8]=[CH:7][C:6]([C:24]([O:26][CH3:27])=[O:25])=[CH:5][C:4]=3[N:3]=[C:2]([NH:1][C:42]([CH:39]3[CH2:38][CH2:37][CH:36]([CH2:35][N:30]4[C:29](=[O:28])[CH:33]=[CH:32][C:31]4=[O:34])[CH2:41][CH2:40]3)=[O:43])[C:11]=2[N:12]=1)[CH2:21][CH2:22][CH3:23]. The catalyst class is: 3. (5) Reactant: [CH3:1][NH2:2].CCO.FC(F)(F)C([N:10]1[CH2:19][CH2:18][C:17]2[C:12](=[CH:13][C:14]([S:20](Cl)(=[O:22])=[O:21])=[CH:15][CH:16]=2)[CH2:11]1)=O.C(=O)([O-])[O-].[Na+].[Na+]. Product: [CH3:1][NH:2][S:20]([C:14]1[CH:13]=[C:12]2[C:17]([CH2:18][CH2:19][NH:10][CH2:11]2)=[CH:16][CH:15]=1)(=[O:22])=[O:21]. The catalyst class is: 34. (6) The catalyst class is: 6. Product: [Br:5][C:6]1[CH:7]=[C:8]([I:15])[CH:9]=[CH:10][C:11]=1[F:12]. Reactant: N([O-])=O.[Na+].[Br:5][C:6]1[CH:7]=[C:8](N)[CH:9]=[CH:10][C:11]=1[F:12].Cl.[I-:15].[K+]. (7) Reactant: [Cl:1][C:2]1[CH:7]=[CH:6][C:5]([Cl:8])=[CH:4][C:3]=1[C:9]1[N:10]=[C:11]2[CH:16]=[CH:15][CH:14]=[CH:13][N:12]2[C:17]=1[CH:18]=O.[Cl:20][C:21]1[CH:27]=[CH:26][C:24]([NH2:25])=[CH:23][CH:22]=1. Product: [Cl:20][C:21]1[CH:27]=[CH:26][C:24]([N:25]=[CH:18][C:17]2[N:12]3[CH:13]=[CH:14][CH:15]=[CH:16][C:11]3=[N:10][C:9]=2[C:3]2[CH:4]=[C:5]([Cl:8])[CH:6]=[CH:7][C:2]=2[Cl:1])=[CH:23][CH:22]=1. The catalyst class is: 5.